Task: Predict which catalyst facilitates the given reaction.. Dataset: Catalyst prediction with 721,799 reactions and 888 catalyst types from USPTO (1) Reactant: [Br:1][C:2]1[CH:3]=[CH:4][C:5]2[C:11]([C:12]([O:14][CH3:15])=[O:13])=[CH:10][CH2:9][CH2:8][O:7][C:6]=2[CH:16]=1.[CH3:17][O:18]/[CH:19]=[CH:20]/[C:21]([O:23][Si](C)(C)C)=[CH2:22]. Product: [Br:1][C:2]1[CH:3]=[CH:4][C:5]2[C@@:11]3([C:12]([O:14][CH3:15])=[O:13])[CH:19]=[CH:20][C:21](=[O:23])[CH2:22][C@H:10]3[CH2:9][CH2:8][O:7][C:6]=2[CH:16]=1.[Br:1][C:2]1[CH:16]=[CH:6][C:5]2[C@:11]3([C:12]([O:14][CH3:15])=[O:13])[CH:10]=[CH:9][C:8](=[O:7])[CH2:22][C@@H:21]3[CH2:20][CH2:19][O:18][C:17]=2[CH:3]=1. The catalyst class is: 11. (2) Reactant: C([SiH](CC)CC)C.ClC(Cl)(Cl)C(O)=O.[Br:15][C:16]1[CH:24]=[C:23]2[C:19]([CH:20]=[CH:21][NH:22]2)=[CH:18][CH:17]=1.[C:25]1(=O)[CH2:30][CH2:29][CH2:28][CH2:27][CH2:26]1. Product: [Br:15][C:16]1[CH:24]=[C:23]2[C:19]([C:20]([CH:25]3[CH2:30][CH2:29][CH2:28][CH2:27][CH2:26]3)=[CH:21][NH:22]2)=[CH:18][CH:17]=1. The catalyst class is: 11. (3) Reactant: [CH3:1][O:2][CH2:3][C:4]([C:6]1[CH:11]=[CH:10][C:9]([O:12][C:13]([F:16])([F:15])[F:14])=[CH:8][CH:7]=1)=O.Cl.[NH2:18][OH:19].C(N(CC)CC)C. Product: [OH:19][N:18]=[C:4]([C:6]1[CH:11]=[CH:10][C:9]([O:12][C:13]([F:16])([F:15])[F:14])=[CH:8][CH:7]=1)[CH2:3][O:2][CH3:1]. The catalyst class is: 8. (4) Reactant: [CH:1]1([N:7]([CH2:41][CH:42](OC)[O:43]C)[C:8](=[O:40])[CH2:9][CH2:10][O:11][CH2:12][CH2:13][C:14]2[CH:19]=[CH:18][CH:17]=[C:16]([CH2:20][N:21]3[CH2:39][CH2:38][C:24]4([O:29][CH2:28][CH2:27][N:26]([C:30]([C:32]5[N:33]=[C:34]([CH3:37])[S:35][CH:36]=5)=[O:31])[CH2:25]4)[CH2:23][CH2:22]3)[CH:15]=2)[CH2:6][CH2:5][CH2:4][CH2:3][CH2:2]1.C(=O)(O)[O-].[Na+]. Product: [CH:1]1([N:7]([CH2:41][CH:42]=[O:43])[C:8](=[O:40])[CH2:9][CH2:10][O:11][CH2:12][CH2:13][C:14]2[CH:19]=[CH:18][CH:17]=[C:16]([CH2:20][N:21]3[CH2:39][CH2:38][C:24]4([O:29][CH2:28][CH2:27][N:26]([C:30]([C:32]5[N:33]=[C:34]([CH3:37])[S:35][CH:36]=5)=[O:31])[CH2:25]4)[CH2:23][CH2:22]3)[CH:15]=2)[CH2:6][CH2:5][CH2:4][CH2:3][CH2:2]1. The catalyst class is: 2. (5) Reactant: FC(F)(F)[C:3]([OH:5])=O.[Cl:8][C:9]1[CH:10]=[C:11]([C:29]2[CH:34]=[CH:33][C:32]([C:35]([N:37]3[CH2:42][CH2:41][CH:40]([C:43]([F:46])([F:45])[F:44])[CH2:39][CH2:38]3)=[O:36])=[CH:31][CH:30]=2)[CH:12]=[C:13]([Cl:28])[C:14]=1[CH2:15][C@@H:16]1[CH2:20][CH2:19][N:18]([CH:21]2[CH2:26][CH2:25][NH:24][CH2:23][CH2:22]2)[C:17]1=[O:27].C(=O)([O-])[O-].[K+].[K+].C[Si]([N:57]=[C:58]=O)(C)C. Product: [CH3:58][NH:57][C:3]([N:24]1[CH2:23][CH2:22][CH:21]([N:18]2[CH2:19][CH2:20][C@@H:16]([CH2:15][C:14]3[C:9]([Cl:8])=[CH:10][C:11]([C:29]4[CH:30]=[CH:31][C:32]([C:35]([N:37]5[CH2:38][CH2:39][CH:40]([C:43]([F:46])([F:44])[F:45])[CH2:41][CH2:42]5)=[O:36])=[CH:33][CH:34]=4)=[CH:12][C:13]=3[Cl:28])[C:17]2=[O:27])[CH2:26][CH2:25]1)=[O:5]. The catalyst class is: 21. (6) Reactant: [NH2:1][CH:2]([C:7]([OH:9])=[O:8])[C:3]([CH3:6])([CH3:5])[CH3:4].[NH4+].[OH-]. Product: [NH2:1][C@H:2]([C:7]([OH:9])=[O:8])[C:3]([CH3:6])([CH3:5])[CH3:4]. The catalyst class is: 6. (7) Reactant: [N:1]1([C:10]2[CH:23]=[CH:22][C:13]([C:14]([NH2:21])=[N:15][C:16]3[S:17][CH:18]=[CH:19][N:20]=3)=[CH:12][CH:11]=2)[C:5]2=[N:6][CH:7]=[CH:8][CH:9]=[C:4]2[CH:3]=[CH:2]1.Br[CH2:25][C:26]([C:28]1[S:29][CH:30]=[CH:31][N:32]=1)=O.C([O-])(O)=O.[Na+]. Product: [S:17]1[CH:18]=[CH:19][N:20]=[C:16]1[N:15]1[CH:25]=[C:26]([C:28]2[S:29][CH:30]=[CH:31][N:32]=2)[N:21]=[C:14]1[C:13]1[CH:12]=[CH:11][C:10]([N:1]2[C:5]3=[N:6][CH:7]=[CH:8][CH:9]=[C:4]3[CH:3]=[CH:2]2)=[CH:23][CH:22]=1. The catalyst class is: 41.